From a dataset of Full USPTO retrosynthesis dataset with 1.9M reactions from patents (1976-2016). Predict the reactants needed to synthesize the given product. Given the product [ClH:1].[CH3:3][C:4]([CH3:16])([CH2:9][N:10]1[CH2:15][CH2:14][NH:13][CH2:12][CH2:11]1)[C:5]([O:7][CH3:8])=[O:6], predict the reactants needed to synthesize it. The reactants are: [ClH:1].Cl.[CH3:3][C:4]([CH3:16])([CH2:9][N:10]1[CH2:15][CH2:14][NH:13][CH2:12][CH2:11]1)[C:5]([O:7][CH3:8])=[O:6].C(=O)(O)[O-].[Na+].